From a dataset of Forward reaction prediction with 1.9M reactions from USPTO patents (1976-2016). Predict the product of the given reaction. (1) Given the reactants [CH2:1]([O:8][C:9]1[CH:10]=[C:11]([C:17]2[C:18]([CH3:34])([CH3:33])[C:19](=[O:32])[N:20]([CH:22]3[CH2:27][CH2:26][N:25]([C:28](=[O:31])[CH2:29]Cl)[CH2:24][CH2:23]3)[N:21]=2)[CH:12]=[CH:13][C:14]=1[O:15][CH3:16])[C:2]1[CH:7]=[CH:6][CH:5]=[CH:4][CH:3]=1.[C:35]1(=[O:41])[NH:39][C:38](=[O:40])[CH2:37][CH2:36]1, predict the reaction product. The product is: [CH2:1]([O:8][C:9]1[CH:10]=[C:11]([C:17]2[C:18]([CH3:34])([CH3:33])[C:19](=[O:32])[N:20]([CH:22]3[CH2:27][CH2:26][N:25]([C:28](=[O:31])[CH2:29][N:39]4[C:35](=[O:41])[CH2:36][CH2:37][C:38]4=[O:40])[CH2:24][CH2:23]3)[N:21]=2)[CH:12]=[CH:13][C:14]=1[O:15][CH3:16])[C:2]1[CH:7]=[CH:6][CH:5]=[CH:4][CH:3]=1. (2) Given the reactants [C:1]([O:4][C:5]1[CH:10]=[CH:9][C:8]([CH2:11]O)=[CH:7][CH:6]=1)(=[O:3])[CH3:2].C(Br)(Br)(Br)[Br:14].C1(P(C2C=CC=CC=2)C2C=CC=CC=2)C=CC=CC=1, predict the reaction product. The product is: [C:1]([O:4][C:5]1[CH:10]=[CH:9][C:8]([CH2:11][Br:14])=[CH:7][CH:6]=1)(=[O:3])[CH3:2]. (3) Given the reactants [C:1]1([C:7]2[O:8][C:9]([C:15]([F:18])([F:17])[F:16])=[C:10]([C:12]([OH:14])=O)[N:11]=2)[CH:6]=[CH:5][CH:4]=[CH:3][CH:2]=1.CN(C(ON1N=NC2C=CC=NC1=2)=[N+](C)C)C.F[P-](F)(F)(F)(F)F.[NH2:43][C:44]1[CH:49]=[CH:48][C:47]([C:50]2[S:54][C:53]([CH:55]3[CH2:60][CH2:59][CH:58]([CH2:61][C:62]([O:64][CH2:65][CH3:66])=[O:63])[CH2:57][CH2:56]3)=[N:52][CH:51]=2)=[CH:46][CH:45]=1.CCN(C(C)C)C(C)C, predict the reaction product. The product is: [C:1]1([C:7]2[O:8][C:9]([C:15]([F:18])([F:17])[F:16])=[C:10]([C:12]([NH:43][C:44]3[CH:45]=[CH:46][C:47]([C:50]4[S:54][C:53]([CH:55]5[CH2:56][CH2:57][CH:58]([CH2:61][C:62]([O:64][CH2:65][CH3:66])=[O:63])[CH2:59][CH2:60]5)=[N:52][CH:51]=4)=[CH:48][CH:49]=3)=[O:14])[N:11]=2)[CH:2]=[CH:3][CH:4]=[CH:5][CH:6]=1. (4) Given the reactants [ClH:1].FC(F)(F)S(O[C:8]1[CH:17]=[C:16]([NH:18][C:19]2[C:24]([Cl:25])=[CH:23][N:22]=[CH:21][C:20]=2[Cl:26])[C:15]2[C:10](=[C:11]([O:29][CH:30]3[CH2:34][CH2:33][CH2:32][CH2:31]3)[C:12]([O:27][CH3:28])=[CH:13][CH:14]=2)[N:9]=1)(=O)=O, predict the reaction product. The product is: [Cl:1][C:8]1[CH:17]=[C:16]([NH:18][C:19]2[C:20]([Cl:26])=[CH:21][N:22]=[CH:23][C:24]=2[Cl:25])[C:15]2[C:10](=[C:11]([O:29][CH:30]3[CH2:31][CH2:32][CH2:33][CH2:34]3)[C:12]([O:27][CH3:28])=[CH:13][CH:14]=2)[N:9]=1. (5) Given the reactants [H-].[Na+].[N:3]([CH2:6][CH:7]([OH:18])[CH:8]([NH:10][C:11](=[O:17])OC(C)(C)C)[CH3:9])=[N+:4]=[N-:5], predict the reaction product. The product is: [N:3]([CH2:6][CH:7]1[O:18][C:11](=[O:17])[NH:10][CH:8]1[CH3:9])=[N+:4]=[N-:5]. (6) Given the reactants Cl[CH2:2][C:3](=[O:10])[CH2:4][C:5]([O:7][CH2:8][CH3:9])=[O:6].[CH3:11][C:12]([SH:15])([CH3:14])[CH3:13].C(N(CC)CC)C, predict the reaction product. The product is: [CH2:8]([O:7][C:5](=[O:6])[CH2:4][C:3](=[O:10])[CH2:2][S:15][C:12]([CH3:14])([CH3:13])[CH3:11])[CH3:9]. (7) The product is: [C:19]([O:23][C:24](=[O:33])[N:25]([C:13]1[N:12]=[C:11]([Cl:18])[N:10]=[C:9]2[C:14]=1[N:15]=[CH:16][N:8]2[CH2:1][C:2]1[CH:7]=[CH:6][CH:5]=[CH:4][CH:3]=1)[C:26]1[CH:27]=[CH:28][C:29]([F:32])=[CH:30][CH:31]=1)([CH3:22])([CH3:20])[CH3:21]. Given the reactants [CH2:1]([N:8]1[CH:16]=[N:15][C:14]2[C:9]1=[N:10][C:11]([Cl:18])=[N:12][C:13]=2Cl)[C:2]1[CH:7]=[CH:6][CH:5]=[CH:4][CH:3]=1.[C:19]([O:23][C:24](=[O:33])[NH:25][C:26]1[CH:31]=[CH:30][C:29]([F:32])=[CH:28][CH:27]=1)([CH3:22])([CH3:21])[CH3:20], predict the reaction product.